Predict the product of the given reaction. From a dataset of Forward reaction prediction with 1.9M reactions from USPTO patents (1976-2016). (1) Given the reactants [H-].[H-].[H-].[H-].[Li+].[Al+3].[F:7][C:8]1[C:9]([CH2:18][CH2:19][OH:20])=[C:10]([CH:14]=[CH:15][C:16]=1[F:17])[C:11](O)=[O:12], predict the reaction product. The product is: [F:7][C:8]1[C:16]([F:17])=[CH:15][CH:14]=[C:10]([CH2:11][OH:12])[C:9]=1[CH2:18][CH2:19][OH:20]. (2) Given the reactants C(OC(=O)[NH:7][CH:8]1[C:12]([CH3:14])([CH3:13])[CH2:11][O:10][CH2:9]1)(C)(C)C.[ClH:16].O1CCOCC1, predict the reaction product. The product is: [ClH:16].[CH3:13][C:12]1([CH3:14])[CH2:11][O:10][CH2:9][CH:8]1[NH2:7]. (3) The product is: [F:11][C:12]1[CH:21]=[C:20]2[C:15]([CH2:16][CH2:17][C:18](=[O:23])[N:19]2[CH3:22])=[CH:14][C:13]=1[C:2]1[CH:7]=[N:6][CH:5]=[C:4]([CH2:8][OH:9])[C:3]=1[CH3:10]. Given the reactants Br[C:2]1[C:3]([CH3:10])=[C:4]([CH2:8][OH:9])[CH:5]=[N:6][CH:7]=1.[F:11][C:12]1[CH:21]=[C:20]2[C:15]([CH2:16][CH2:17][C:18](=[O:23])[N:19]2[CH3:22])=[CH:14][C:13]=1B1OC(C)(C)C(C)(C)O1, predict the reaction product. (4) Given the reactants [CH:1]([C:3]1[N:8]=[C:7]2[N:9]([C@H:13]([C:15]3[CH:20]=[CH:19][CH:18]=[CH:17][CH:16]=3)[CH3:14])[C:10]([OH:12])=[N:11][C:6]2=[N:5][CH:4]=1)=[CH2:2], predict the reaction product. The product is: [C:15]1([C@@H:13]([N:9]2[C:7]3=[N:8][C:3]([CH2:1][CH3:2])=[CH:4][N:5]=[C:6]3[N:11]=[C:10]2[OH:12])[CH3:14])[CH:20]=[CH:19][CH:18]=[CH:17][CH:16]=1. (5) Given the reactants [H-].[Al+3].[Li+].[H-].[H-].[H-].C[O-].[Na+].[CH3:10][C@:11]12[C:19]([C:20]3([CH2:23][C:24]#[C:25][C:26]([OH:35])([C:31]([F:34])([F:33])[F:32])[C:27]([F:30])([F:29])[F:28])[CH2:22][CH2:21]3)=[CH:18][CH2:17][C@H:16]1[C@@H:15]([OH:36])[CH2:14][CH2:13][CH2:12]2, predict the reaction product. The product is: [CH3:10][C@:11]12[C:19]([C:20]3([CH2:23]/[CH:24]=[CH:25]/[C:26]([OH:35])([C:31]([F:32])([F:33])[F:34])[C:27]([F:29])([F:30])[F:28])[CH2:22][CH2:21]3)=[CH:18][CH2:17][C@H:16]1[C@@H:15]([OH:36])[CH2:14][CH2:13][CH2:12]2. (6) Given the reactants [CH3:1][N:2]1[C:6]([S:7][CH3:8])=[N:5][N:4]=[C:3]1[C:9]1[CH:14]=[CH:13][N:12]=[CH:11][CH:10]=1.[Mn]([O-])(=O)(=O)=[O:16].[K+].[OH-:21].[Na+].O=[Si]=O, predict the reaction product. The product is: [CH3:1][N:2]1[C:6]([S:7]([CH3:8])(=[O:16])=[O:21])=[N:5][N:4]=[C:3]1[C:9]1[CH:14]=[CH:13][N:12]=[CH:11][CH:10]=1. (7) Given the reactants [CH2:1]([C:8]1[S:9][CH:10]=[CH:11][CH:12]=1)[C:2]1[CH:7]=[CH:6][CH:5]=[CH:4][CH:3]=1.[Br:13][C:14]1[CH:15]=[N:16][C:17]([Cl:20])=[N:18][CH:19]=1, predict the reaction product. The product is: [CH2:1]([C:8]1[S:9][C:10]([C:15]2[C:14]([Br:13])=[CH:19][N:18]=[C:17]([Cl:20])[N:16]=2)=[CH:11][CH:12]=1)[C:2]1[CH:7]=[CH:6][CH:5]=[CH:4][CH:3]=1. (8) Given the reactants CC1(C)C(C)(C)OB(/[CH:9]=[CH:10]/[CH:11]2[CH2:16][CH2:15][N:14]([C:17]([O:19][C:20]([CH3:23])([CH3:22])[CH3:21])=[O:18])[CH2:13][CH2:12]2)O1.I[C:26]1[C:34]2[O:33][CH2:32][C:31](=[O:35])[C:30]=2[CH:29]=[CH:28][C:27]=1[O:36][CH3:37].C(=O)([O-])[O-].[Na+].[Na+].O, predict the reaction product. The product is: [CH3:37][O:36][C:27]1[CH:28]=[CH:29][C:30]2[C:31](=[O:35])[CH2:32][O:33][C:34]=2[C:26]=1/[CH:9]=[CH:10]/[CH:11]1[CH2:12][CH2:13][N:14]([C:17]([O:19][C:20]([CH3:21])([CH3:22])[CH3:23])=[O:18])[CH2:15][CH2:16]1.